From a dataset of Drug-target binding data from BindingDB using Ki measurements. Regression. Given a target protein amino acid sequence and a drug SMILES string, predict the binding affinity score between them. We predict pKi (pKi = -log10(Ki in M); higher means stronger inhibition). Dataset: bindingdb_ki. The drug is CC(C)CCCC(C)CCCC(C)CCCC(C)CC(=O)O. The target protein sequence is MSFSGKYQLQSQENFEAFMKAIGLPEELIQKGKDIKGVSEIVQNGKHFKFTITAGSKVIQNEFTVGEECELETMTGEKVKTVVQLEGDNKLVTAFKNIKSVTELNGDIITNTMTLGDIVFKRISKRI. The pKi is 7.4.